This data is from Reaction yield outcomes from USPTO patents with 853,638 reactions. The task is: Predict the reaction yield, written as a fraction of the theoretical maximum amount of product (1.0 means a 100% yield; for example, 0.34 means a 34% yield). (1) The product is [Br:6][C:7]1[CH:8]=[CH:9][C:10]([CH2:13][C@H:14]([O:19][CH2:2][CH:3]2[CH2:5][CH2:4]2)[C:15]([O:17][CH3:18])=[O:16])=[CH:11][CH:12]=1. The yield is 0.500. The catalyst is C(OCC)C.[Ag]=O. The reactants are Br[CH2:2][CH:3]1[CH2:5][CH2:4]1.[Br:6][C:7]1[CH:12]=[CH:11][C:10]([CH2:13][C@H:14]([OH:19])[C:15]([O:17][CH3:18])=[O:16])=[CH:9][CH:8]=1. (2) The reactants are Cl[C:2]1[C:3]2[CH:10]=[C:9]([C:11]3[CH:16]=[CH:15][C:14]([F:17])=[CH:13][CH:12]=3)[S:8][C:4]=2[N:5]=[CH:6][N:7]=1.[Cl:18][C:19]1[CH:20]=[C:21]([CH:23]=[CH:24][C:25]=1[F:26])[NH2:22]. The catalyst is ClCCCl.CC(O)(C)C. The product is [Cl:18][C:19]1[CH:20]=[C:21]([NH:22][C:2]2[C:3]3[CH:10]=[C:9]([C:11]4[CH:16]=[CH:15][C:14]([F:17])=[CH:13][CH:12]=4)[S:8][C:4]=3[N:5]=[CH:6][N:7]=2)[CH:23]=[CH:24][C:25]=1[F:26]. The yield is 0.500.